Dataset: NCI-60 drug combinations with 297,098 pairs across 59 cell lines. Task: Regression. Given two drug SMILES strings and cell line genomic features, predict the synergy score measuring deviation from expected non-interaction effect. (1) Drug 1: CCCS(=O)(=O)NC1=C(C(=C(C=C1)F)C(=O)C2=CNC3=C2C=C(C=N3)C4=CC=C(C=C4)Cl)F. Drug 2: CC1=CC2C(CCC3(C2CCC3(C(=O)C)OC(=O)C)C)C4(C1=CC(=O)CC4)C. Cell line: A549. Synergy scores: CSS=8.79, Synergy_ZIP=-1.94, Synergy_Bliss=5.48, Synergy_Loewe=-0.516, Synergy_HSA=4.41. (2) Synergy scores: CSS=67.9, Synergy_ZIP=-4.70, Synergy_Bliss=-3.04, Synergy_Loewe=-10.3, Synergy_HSA=-1.05. Drug 1: CCC1=CC2CC(C3=C(CN(C2)C1)C4=CC=CC=C4N3)(C5=C(C=C6C(=C5)C78CCN9C7C(C=CC9)(C(C(C8N6C)(C(=O)OC)O)OC(=O)C)CC)OC)C(=O)OC.C(C(C(=O)O)O)(C(=O)O)O. Drug 2: C1CN1P(=S)(N2CC2)N3CC3. Cell line: DU-145.